Dataset: Reaction yield outcomes from USPTO patents with 853,638 reactions. Task: Predict the reaction yield, written as a fraction of the theoretical maximum amount of product (1.0 means a 100% yield; for example, 0.34 means a 34% yield). (1) The reactants are [NH2:1][C:2]1[C:9]([CH3:10])=[CH:8][C:5]([C:6]#[N:7])=[CH:4][C:3]=1[Cl:11].C(OC(=O)C)(=O)C.C([O-])(=O)C.[K+].[N:24](OCCC(C)C)=O.Cl. The catalyst is C(Cl)(Cl)Cl.CO. The product is [Cl:11][C:3]1[CH:4]=[C:5]([C:6]#[N:7])[CH:8]=[C:9]2[C:2]=1[NH:1][N:24]=[CH:10]2. The yield is 0.180. (2) The reactants are [CH:1]([C:4]1[CH:13]=[C:12]2[C:7]([C:8]([NH:14][C:15]3[CH:20]=[C:19]([C:21](=[O:31])[NH:22][C@H:23]([C:25]4[CH:30]=[CH:29][CH:28]=[CH:27][CH:26]=4)[CH3:24])[CH:18]=[CH:17][C:16]=3[S:32][C:33]3[CH:38]=[CH:37][C:36]([NH:39]C(=O)OC(C)(C)C)=[CH:35][CH:34]=3)=[N:9][CH:10]=[N:11]2)=[CH:6][CH:5]=1)([CH3:3])[CH3:2].C(Cl)Cl.FC(F)(F)C(O)=O. No catalyst specified. The product is [NH2:39][C:36]1[CH:35]=[CH:34][C:33]([S:32][C:16]2[CH:17]=[CH:18][C:19]([C:21]([NH:22][C@H:23]([C:25]3[CH:26]=[CH:27][CH:28]=[CH:29][CH:30]=3)[CH3:24])=[O:31])=[CH:20][C:15]=2[NH:14][C:8]2[C:7]3[C:12](=[CH:13][C:4]([CH:1]([CH3:3])[CH3:2])=[CH:5][CH:6]=3)[N:11]=[CH:10][N:9]=2)=[CH:38][CH:37]=1. The yield is 0.730. (3) The reactants are [Br:1][CH2:2][CH2:3][CH:4]([CH3:8])[C:5](Br)=[O:6].[CH3:9][OH:10]. The catalyst is C(Cl)(Cl)Cl. The product is [CH3:9][O:10][C:5](=[O:6])[CH:4]([CH3:8])[CH2:3][CH2:2][Br:1]. The yield is 0.510. (4) The reactants are [NH2:1][CH:2]1[N:7]=[C:6]([Cl:8])[N:5]=[C:4]([O:9][CH3:10])[N:3]1[CH:11]([F:13])[F:12].[N+:14]([C:17]1[CH:22]=[CH:21][CH:20]=[CH:19][C:18]=1[S:23]([N:26]=[C:27]=[O:28])(=[O:25])=[O:24])([O-:16])=[O:15]. The catalyst is C(Cl)Cl. The product is [Cl:8][C:6]1[N:5]=[C:4]([O:9][CH3:10])[N:3]([CH:11]([F:12])[F:13])[CH:2]([NH:1][C:27]([NH:26][S:23]([C:18]2[CH:19]=[CH:20][CH:21]=[CH:22][C:17]=2[N+:14]([O-:16])=[O:15])(=[O:24])=[O:25])=[O:28])[N:7]=1. The yield is 0.350.